The task is: Predict the reactants needed to synthesize the given product.. This data is from Full USPTO retrosynthesis dataset with 1.9M reactions from patents (1976-2016). Given the product [CH:33]1[C:32]2[CH:31]([CH2:30][O:29][C:27](=[O:28])[NH:26][C@H:22]([C:23](=[O:24])[NH:9][C:4]3[CH:5]=[CH:6][C:7]([Cl:8])=[C:2]([Cl:1])[CH:3]=3)[CH2:21][CH2:20][CH2:19][CH2:18][NH:17][CH:15]=[O:14])[C:43]3[C:38](=[CH:39][CH:40]=[CH:41][CH:42]=3)[C:37]=2[CH:36]=[CH:35][CH:34]=1, predict the reactants needed to synthesize it. The reactants are: [Cl:1][C:2]1[CH:3]=[C:4]([NH2:9])[CH:5]=[CH:6][C:7]=1[Cl:8].C([O:14][C:15]([NH:17][CH2:18][CH2:19][CH2:20][CH2:21][C@H:22]([NH:26][C:27]([O:29][CH2:30][CH:31]1[C:43]2[CH:42]=[CH:41][CH:40]=[CH:39][C:38]=2[C:37]2[C:32]1=[CH:33][CH:34]=[CH:35][CH:36]=2)=[O:28])[C:23](O)=[O:24])=O)(C)(C)C.